From a dataset of Reaction yield outcomes from USPTO patents with 853,638 reactions. Predict the reaction yield, written as a fraction of the theoretical maximum amount of product (1.0 means a 100% yield; for example, 0.34 means a 34% yield). The reactants are [C:1]([O:7][CH2:8][C@H:9]([C:27]1[CH:32]=[CH:31][C:30]([C:33]([F:36])([F:35])[F:34])=[CH:29][CH:28]=1)[C@H:10]([C:20]([O:22][C:23]([CH3:26])([CH3:25])[CH3:24])=[O:21])[CH2:11][O:12][Si](C(C)(C)C)(C)C)(=[O:6])[C:2]([CH3:5])([CH3:4])[CH3:3].CCCC[N+](CCCC)(CCCC)CCCC.[F-]. The catalyst is C1COCC1. The product is [C:1]([O:7][CH2:8][C@H:9]([C:27]1[CH:32]=[CH:31][C:30]([C:33]([F:34])([F:35])[F:36])=[CH:29][CH:28]=1)[C@H:10]([C:20]([O:22][C:23]([CH3:25])([CH3:26])[CH3:24])=[O:21])[CH2:11][OH:12])(=[O:6])[C:2]([CH3:3])([CH3:4])[CH3:5]. The yield is 0.860.